This data is from Forward reaction prediction with 1.9M reactions from USPTO patents (1976-2016). The task is: Predict the product of the given reaction. (1) Given the reactants [O:1]=[C:2]1[CH2:7][CH2:6][N:5]([C:8]([O:10][C:11]([CH3:14])([CH3:13])[CH3:12])=[O:9])[CH2:4][CH2:3]1.CO[CH:17](OC)[N:18]([CH3:20])[CH3:19], predict the reaction product. The product is: [CH3:17][N:18]([CH:20]=[C:7]1[C:2](=[O:1])[CH2:3][CH2:4][N:5]([C:8]([O:10][C:11]([CH3:14])([CH3:13])[CH3:12])=[O:9])[CH2:6]1)[CH3:19]. (2) Given the reactants [CH:1]12[CH2:6][CH:4]([CH2:5]1)[CH2:3][N:2]2[C:7]1[N:12]=[C:11]([C:13]2[CH:14]=[C:15]([C:20]([F:23])([F:22])[F:21])[C:16]([NH2:19])=[N:17][CH:18]=2)[CH:10]=[C:9]([N:24]2[CH2:29][C@@H:28]3[CH2:30][C@H:25]2[CH2:26][NH:27]3)[N:8]=1.[C:31](OC(=O)C)(=[O:33])[CH3:32].C(N(C(C)C)C(C)C)C, predict the reaction product. The product is: [NH2:19][C:16]1[N:17]=[CH:18][C:13]([C:11]2[N:12]=[C:7]([N:2]3[CH2:3][CH:4]4[CH2:5][CH:1]3[CH2:6]4)[N:8]=[C:9]([N:24]3[CH2:29][C@@H:28]4[CH2:30][C@H:25]3[CH2:26][N:27]4[C:31](=[O:33])[CH3:32])[CH:10]=2)=[CH:14][C:15]=1[C:20]([F:23])([F:22])[F:21]. (3) Given the reactants Cl.[F:2][C:3]1[CH:8]=[CH:7][C:6]([N:9]2[C:13]([CH2:14][NH2:15])=[CH:12][C:11]([C:16]([F:19])([F:18])[F:17])=[N:10]2)=[CH:5][CH:4]=1.[C:20]([OH:24])(=O)[CH2:21][CH3:22].[CH:25]1[CH:26]=[CH:27][C:28]2N(O)N=N[C:29]=2[CH:30]=1.CN([C:38]([O:42]N1N=NC2C=CC=CC1=2)=[N+](C)C)C.[B-](F)(F)(F)[F:53].CCN(C(C)C)C(C)C, predict the reaction product. The product is: [F:53][C:29]1[CH:30]=[C:25]([CH:21]([CH3:22])[C:20]([NH:15][CH2:14][C:13]2[N:9]([C:6]3[CH:7]=[CH:8][C:3]([F:2])=[CH:4][CH:5]=3)[N:10]=[C:11]([C:16]([F:17])([F:19])[F:18])[CH:12]=2)=[O:24])[CH:26]=[CH:27][C:28]=1[CH2:38][OH:42].